This data is from Full USPTO retrosynthesis dataset with 1.9M reactions from patents (1976-2016). The task is: Predict the reactants needed to synthesize the given product. (1) Given the product [CH:1]1([CH2:4][O:5][C:6]2[CH:11]=[CH:10][C:9]([O:12][CH3:13])=[CH:8][C:7]=2[C:14]2[C:15]3[N:22]([CH2:23][O:24][CH2:25][CH2:26][Si:27]([CH3:30])([CH3:28])[CH3:29])[C:21]([CH3:31])=[C:20]([C:32]([NH:35][CH:36]4[CH2:37][CH2:38][N:39]([C:42]([O:44][C:45]([CH3:48])([CH3:47])[CH3:46])=[O:43])[CH2:40][CH2:41]4)=[O:34])[C:16]=3[N:17]=[CH:18][N:19]=2)[CH2:3][CH2:2]1, predict the reactants needed to synthesize it. The reactants are: [CH:1]1([CH2:4][O:5][C:6]2[CH:11]=[CH:10][C:9]([O:12][CH3:13])=[CH:8][C:7]=2[C:14]2[C:15]3[N:22]([CH2:23][O:24][CH2:25][CH2:26][Si:27]([CH3:30])([CH3:29])[CH3:28])[C:21]([CH3:31])=[C:20]([C:32]([OH:34])=O)[C:16]=3[N:17]=[CH:18][N:19]=2)[CH2:3][CH2:2]1.[NH2:35][CH:36]1[CH2:41][CH2:40][N:39]([C:42]([O:44][C:45]([CH3:48])([CH3:47])[CH3:46])=[O:43])[CH2:38][CH2:37]1. (2) Given the product [ClH:19].[CH3:31][C:22]1[CH:23]=[CH:24][C:25]2[C:30](=[CH:29][CH:28]=[CH:27][CH:26]=2)[C:21]=1[CH2:20][S:18][C:9]1[NH:8][C@H:7]([C:1]2[CH:2]=[CH:3][CH:4]=[CH:5][CH:6]=2)[C@H:11]([C:12]2[CH:13]=[CH:14][CH:15]=[CH:16][CH:17]=2)[N:10]=1, predict the reactants needed to synthesize it. The reactants are: [C:1]1([C@H:7]2[C@@H:11]([C:12]3[CH:17]=[CH:16][CH:15]=[CH:14][CH:13]=3)[NH:10][C:9](=[S:18])[NH:8]2)[CH:6]=[CH:5][CH:4]=[CH:3][CH:2]=1.[Cl:19][CH2:20][C:21]1[C:30]2[C:25](=[CH:26][CH:27]=[CH:28][CH:29]=2)[CH:24]=[CH:23][C:22]=1[CH3:31].